From a dataset of Forward reaction prediction with 1.9M reactions from USPTO patents (1976-2016). Predict the product of the given reaction. (1) Given the reactants Cl[C:2]1[C:7]([C:8]([OH:10])=[O:9])=[CH:6][CH:5]=[C:4]([C:11]2[CH:16]=[C:15]([O:17][CH2:18][CH:19]([CH3:21])[CH3:20])[CH:14]=[C:13]([F:22])[CH:12]=2)[N:3]=1.[CH3:23][C:24]1([CH3:30])[CH2:28][C@H:27]([CH3:29])[CH2:26][NH:25]1.C([O-])([O-])=O.[K+].[K+].[F-].[Cs+].Cl, predict the reaction product. The product is: [F:22][C:13]1[CH:12]=[C:11]([C:4]2[N:3]=[C:2]([N:25]3[CH2:26][C@@H:27]([CH3:29])[CH2:28][C:24]3([CH3:30])[CH3:23])[C:7]([C:8]([OH:10])=[O:9])=[CH:6][CH:5]=2)[CH:16]=[C:15]([O:17][CH2:18][CH:19]([CH3:21])[CH3:20])[CH:14]=1. (2) Given the reactants [C:1]([NH:4][CH2:5][C:6]1[CH:11]=[CH:10][C:9]([S:12](Cl)(=[O:14])=[O:13])=[CH:8][CH:7]=1)(=[O:3])[CH3:2].[O-]S([O-])=O.[Na+:20].[Na+].C([O-])(O)=O.[Na+], predict the reaction product. The product is: [C:1]([NH:4][CH2:5][C:6]1[CH:11]=[CH:10][C:9]([S:12]([O-:14])=[O:13])=[CH:8][CH:7]=1)(=[O:3])[CH3:2].[Na+:20]. (3) The product is: [C:41]([O:40][C:39]([NH:38][C:24]1[CH:25]=[CH:26][C:27]([C:7]2[CH2:12][CH2:11][N:10]([C:13]([O:15][C:16]([CH3:17])([CH3:18])[CH3:19])=[O:14])[CH2:9][CH:8]=2)=[CH:28][C:23]=1[F:22])=[O:45])([CH3:44])([CH3:42])[CH3:43]. Given the reactants FC(F)(F)S(O[C:7]1[CH2:12][CH2:11][N:10]([C:13]([O:15][C:16]([CH3:19])([CH3:18])[CH3:17])=[O:14])[CH2:9][CH:8]=1)(=O)=O.[F:22][C:23]1[CH:28]=[C:27](B2OC(C)(C)C(C)(C)O2)[CH:26]=[CH:25][C:24]=1[NH:38][C:39](=[O:45])[O:40][C:41]([CH3:44])([CH3:43])[CH3:42].N#N.C(=O)([O-])[O-].[Na+].[Na+], predict the reaction product.